From a dataset of Catalyst prediction with 721,799 reactions and 888 catalyst types from USPTO. Predict which catalyst facilitates the given reaction. (1) The catalyst class is: 22. Reactant: [C:1]1(=[O:8])[CH2:6][CH2:5][CH2:4][C:3](=[O:7])[CH2:2]1.Br[CH2:10][C:11]([C:13]1[CH:18]=[CH:17][C:16]([N+:19]([O-:21])=[O:20])=[CH:15][CH:14]=1)=[O:12].C(=O)([O-])[O-].[K+].[K+]. Product: [N+:19]([C:16]1[CH:15]=[CH:14][C:13]([C:11](=[O:12])[CH2:10][CH:2]2[C:3](=[O:7])[CH2:4][CH2:5][CH2:6][C:1]2=[O:8])=[CH:18][CH:17]=1)([O-:21])=[O:20]. (2) Reactant: [OH:1][C:2]1[C:3]2[C:4]3[C:5]([C:24](=[O:34])[N:25]([C:27]4[CH:32]=[CH:31][CH:30]=[CH:29][C:28]=4[CH3:33])[N:26]=3)=[CH:6][N:7]([CH2:12][C:13]3[CH:18]=[CH:17][C:16]([N:19]4[CH:23]=[CH:22][CH:21]=[N:20]4)=[CH:15][CH:14]=3)[C:8]=2[CH:9]=[CH:10][CH:11]=1.[F:35][C:36]([F:49])([F:48])[S:37](O[S:37]([C:36]([F:49])([F:48])[F:35])(=[O:39])=[O:38])(=[O:39])=[O:38].C(=O)(O)[O-].[Na+]. Product: [F:35][C:36]([F:49])([F:48])[S:37]([O:1][C:2]1[C:3]2[C:4]3[C:5]([C:24](=[O:34])[N:25]([C:27]4[CH:32]=[CH:31][CH:30]=[CH:29][C:28]=4[CH3:33])[N:26]=3)=[CH:6][N:7]([CH2:12][C:13]3[CH:18]=[CH:17][C:16]([N:19]4[CH:23]=[CH:22][CH:21]=[N:20]4)=[CH:15][CH:14]=3)[C:8]=2[CH:9]=[CH:10][CH:11]=1)(=[O:39])=[O:38]. The catalyst class is: 17. (3) Reactant: I[CH2:2][C@@H:3]([CH3:16])[CH2:4][N:5]1[C:14]2[C:9](=[CH:10][CH:11]=[CH:12][CH:13]=2)[CH:8]=[CH:7][C:6]1=[O:15].[CH2:17]([CH:21]1[CH2:26][CH2:25][NH:24][CH2:23][CH2:22]1)[CH2:18][CH2:19][CH3:20].CC#N.CCOC(C)=O. Product: [CH2:17]([CH:21]1[CH2:26][CH2:25][N:24]([CH2:2][C@@H:3]([CH3:16])[CH2:4][N:5]2[C:14]3[C:9](=[CH:10][CH:11]=[CH:12][CH:13]=3)[CH:8]=[CH:7][C:6]2=[O:15])[CH2:23][CH2:22]1)[CH2:18][CH2:19][CH3:20]. The catalyst class is: 6. (4) Reactant: [F:1][CH:2]([C:5]1[CH:6]=[C:7]([CH:30]=[CH:31][CH:32]=1)[CH2:8][N:9]1[CH2:29][CH2:28][C:12]2([O:17][CH2:16][CH2:15][N:14]([C:18]([C:20]3[N:21]=[C:22]([CH:25]([CH3:27])[CH3:26])[S:23][CH:24]=3)=[O:19])[CH2:13]2)[CH2:11][CH2:10]1)[CH2:3][OH:4].FC(F)(F)C(O)=O.CC(OI1(OC(C)=O)(OC(C)=O)OC(=O)C2C=CC=CC1=2)=O. Product: [F:1][CH:2]([C:5]1[CH:32]=[CH:31][CH:30]=[C:7]([CH2:8][N:9]2[CH2:29][CH2:28][C:12]3([O:17][CH2:16][CH2:15][N:14]([C:18]([C:20]4[N:21]=[C:22]([CH:25]([CH3:26])[CH3:27])[S:23][CH:24]=4)=[O:19])[CH2:13]3)[CH2:11][CH2:10]2)[CH:6]=1)[CH:3]=[O:4]. The catalyst class is: 2.